Dataset: Forward reaction prediction with 1.9M reactions from USPTO patents (1976-2016). Task: Predict the product of the given reaction. (1) Given the reactants [CH:1]1([N:7]([CH2:23][CH2:24][NH:25][CH2:26][C@@H:27](O)C2C3OCC(=O)NC=3C=CC=2)[C:8](=[O:22])[CH2:9][CH2:10][NH:11][CH2:12][CH2:13][C:14]2[CH:19]=[CH:18][C:17]([Cl:20])=[C:16]([Cl:21])[CH:15]=2)[CH2:6][CH2:5][CH2:4][CH2:3][CH2:2]1.NC[C@H]([C:44]1[C:49]2OC[C:52](=O)[NH:53][C:48]=2C=C[CH:45]=1)O, predict the reaction product. The product is: [CH:1]1([N:7]([CH2:23][CH2:24][NH:25][CH2:26][CH2:27][CH2:52][N:53]2[CH2:48][CH2:49][CH2:44][CH2:45]2)[C:8](=[O:22])[CH2:9][CH2:10][NH:11][CH2:12][CH2:13][C:14]2[CH:19]=[CH:18][C:17]([Cl:20])=[C:16]([Cl:21])[CH:15]=2)[CH2:6][CH2:5][CH2:4][CH2:3][CH2:2]1. (2) Given the reactants [CH2:1]([O:8][C:9]1[CH:18]=[CH:17][CH:16]=[C:15]2[C:10]=1[CH2:11][CH2:12][CH2:13][CH:14]2[C:19](O)=[O:20])[C:2]1[CH:7]=[CH:6][CH:5]=[CH:4][CH:3]=1.[CH3:22][N:23]([CH3:41])[C:24]1[N:29]=[CH:28][C:27]([CH2:30][NH:31][C:32]2[CH:37]=[CH:36][C:35]([CH:38]([CH3:40])[CH3:39])=[CH:34][CH:33]=2)=[CH:26][CH:25]=1, predict the reaction product. The product is: [CH2:1]([O:8][C:9]1[CH:18]=[CH:17][CH:16]=[C:15]2[C:10]=1[CH2:11][CH2:12][CH2:13][CH:14]2[C:19]([N:31]([CH2:30][C:27]1[CH:28]=[N:29][C:24]([N:23]([CH3:22])[CH3:41])=[CH:25][CH:26]=1)[C:32]1[CH:37]=[CH:36][C:35]([CH:38]([CH3:39])[CH3:40])=[CH:34][CH:33]=1)=[O:20])[C:2]1[CH:3]=[CH:4][CH:5]=[CH:6][CH:7]=1. (3) Given the reactants [CH3:1][C:2]1([CH:5]=O)[CH2:4][CH2:3]1.[NH2:7][C@@H:8]([C:11]1[CH:16]=[CH:15][CH:14]=[CH:13][CH:12]=1)[CH2:9][OH:10].[O-]S([O-])(=O)=O.[Mg+2].C[Si](C)(C)[C:25]#[N:26], predict the reaction product. The product is: [OH:10][CH2:9][C@@H:8]([NH:7][C@H:5]([C:2]1([CH3:1])[CH2:3][CH2:4]1)[C:25]#[N:26])[C:11]1[CH:16]=[CH:15][CH:14]=[CH:13][CH:12]=1. (4) Given the reactants [NH2:1][C:2]1[CH:3]=[C:4]2[C:9](=[O:10])[N:8]([CH3:11])[C:6](=[O:7])[C:5]2=[CH:12][CH:13]=1.[Br:14][CH2:15][CH2:16]Br.C(=O)(O)[O-].[Na+].O, predict the reaction product. The product is: [Br:14][CH2:15][CH2:16][NH:1][C:2]1[CH:3]=[C:4]2[C:9](=[O:10])[N:8]([CH3:11])[C:6](=[O:7])[C:5]2=[CH:12][CH:13]=1. (5) The product is: [CH3:9][O:10][CH2:11][CH2:12][CH2:13]/[CH:14]=[CH:15]/[C:16]#[CH:17]. Given the reactants C(=O)([O-])[O-].[K+].[K+].CO.[CH3:9][O:10][CH2:11][CH2:12][CH2:13]/[CH:14]=[CH:15]/[C:16]#[C:17][Si](C)(C)C.[Cl-].[NH4+], predict the reaction product.